From a dataset of Forward reaction prediction with 1.9M reactions from USPTO patents (1976-2016). Predict the product of the given reaction. (1) Given the reactants [NH2:1][C:2]1[CH:10]=[C:9]([N+:11]([O-:13])=[O:12])[CH:8]=[CH:7][C:3]=1[C:4]([OH:6])=O.N1[CH:18]=[CH:17]N=C1.C(Cl)(=O)C.Cl.[NH2:24][CH:25]1[CH2:30][CH2:29][C:28](=[O:31])[NH:27][C:26]1=[O:32].P(OC1C=CC=CC=1)(OC1C=CC=CC=1)OC1C=CC=CC=1, predict the reaction product. The product is: [CH3:17][C:18]1[N:24]([CH:25]2[CH2:30][CH2:29][C:28](=[O:31])[NH:27][C:26]2=[O:32])[C:4](=[O:6])[C:3]2[C:2](=[CH:10][C:9]([N+:11]([O-:13])=[O:12])=[CH:8][CH:7]=2)[N:1]=1. (2) Given the reactants [C:1]([O:5][C:6]([NH:8][C@@H:9]([CH2:16][OH:17])[CH2:10][CH2:11][C:12]([O:14][CH3:15])=[O:13])=[O:7])([CH3:4])([CH3:3])[CH3:2].CO[C:20](OC)([CH3:22])[CH3:21].B(F)(F)F.CCOCC.C(N(CC)CC)C, predict the reaction product. The product is: [CH3:15][O:14][C:12](=[O:13])[CH2:11][CH2:10][C@@H:9]1[CH2:16][O:17][C:20]([CH3:22])([CH3:21])[N:8]1[C:6]([O:5][C:1]([CH3:2])([CH3:4])[CH3:3])=[O:7]. (3) Given the reactants [CH2:1]1[S:5][C@@H:4]([CH2:6][CH2:7][CH2:8][CH2:9][C:10]([OH:12])=[O:11])[C@H:3]2[NH:13][C:14]([NH:16][C@@H:2]12)=[O:15].[C:17](Cl)(=O)C, predict the reaction product. The product is: [CH3:17][O:11][C:10]([CH2:9][CH2:8][CH2:7][CH2:6][C@H:4]1[C@@H:3]2[C@@H:2]([NH:16][C:14]([NH:13]2)=[O:15])[CH2:1][S:5]1)=[O:12]. (4) Given the reactants [S:1]1[CH2:6][CH:5]=[C:4]([C:7]2[C:12]([F:13])=[CH:11][C:10]([N:14]3[CH2:18][C@H:17]([CH2:19][N:20]4[CH:24]=[CH:23][N:22]=[N:21]4)[O:16][C:15]3=[O:25])=[CH:9][C:8]=2[F:26])[CH2:3][CH2:2]1.I([O-])(=O)(=O)=[O:28].[Na+], predict the reaction product. The product is: [F:13][C:12]1[CH:11]=[C:10]([N:14]2[CH2:18][C@H:17]([CH2:19][N:20]3[CH:24]=[CH:23][N:22]=[N:21]3)[O:16][C:15]2=[O:25])[CH:9]=[C:8]([F:26])[C:7]=1[C:4]1[CH2:5][CH2:6][S:1](=[O:28])[CH2:2][CH:3]=1.